This data is from Reaction yield outcomes from USPTO patents with 853,638 reactions. The task is: Predict the reaction yield, written as a fraction of the theoretical maximum amount of product (1.0 means a 100% yield; for example, 0.34 means a 34% yield). The reactants are [OH-].[Li+].[C:3]([C:5]1[CH:6]=[C:7]([C:15]([O:17]C)=[O:16])[CH:8]=[N:9][C:10]=1[NH:11][CH2:12][CH2:13][CH3:14])#[N:4].[O-][Si]([O-])=O.[Mg+2]. The catalyst is CO.C(OCC)(=O)C. The product is [C:3]([C:5]1[CH:6]=[C:7]([C:15]([OH:17])=[O:16])[CH:8]=[N:9][C:10]=1[NH:11][CH2:12][CH2:13][CH3:14])#[N:4]. The yield is 0.420.